Binary Classification. Given a miRNA mature sequence and a target amino acid sequence, predict their likelihood of interaction. From a dataset of Experimentally validated miRNA-target interactions with 360,000+ pairs, plus equal number of negative samples. (1) The miRNA is hsa-miR-6743-5p with sequence AAGGGGCAGGGACGGGUGGCCC. The protein sequence of the target gene is MLDGPLFSEGPDSPRELQDEESGSCLWVQKSKLLVIEVKTISCHYSRRAPSRQSMDIQASYWARGPQSRTCRLRPGSPEPPPRRPWASRVLQEATNWRAGPPAEVRAREQEKRKAASQEREAKETERKRRKAGGARRSPLGQPRPEPRNALRAAQPTGFPVFSRPERFGQVGRAPRPSVLPQGDPGVAWAGPWGGRRPGPPSYEAHLLLRGSAGTAPRRRWDRPPPYVAPPSYEGPHRTLGTKRGPELSRAPTSSAPVPATTRTEGGRTKKRLDPRIYRDVLGAWGLRQGRGLLGGAPGC.... Result: 0 (no interaction). (2) The miRNA is ssc-miR-187 with sequence UCGUGUCUUGUGUUGCAGCCGG. The protein sequence of the target gene is MQKGKGRTSRIRRRKLCGSSESRGVNESHKSEFIELRKWLKARKFQDSNLAPACFPGTGRGLMSQTSLQEGQMIISLPESCLLTTDTVIRSYLGAYITKWKPPPSPLLALCTFLVSEKHAGHRSLWKPYLEILPKAYTCPVCLEPEVVNLLPKSLKAKAEEQRAHVQEFFASSRDFFSSLQPLFAEAVDSIFSYSALLWAWCTVNTRAVYLRPRQRECLSAEPDTCALAPYLDLLNHSPHVQVKAAFNEETHSYEIRTTSRWRKHEEVFICYGPHDNQRLFLEYGFVSVHNPHACVYVSR.... Result: 0 (no interaction).